From a dataset of Catalyst prediction with 721,799 reactions and 888 catalyst types from USPTO. Predict which catalyst facilitates the given reaction. (1) Product: [C:9]([O:13][C:14]([NH:15][C:16]1[C:21]([C:23]([OH:25])=[O:24])=[CH:20][N:19]=[CH:18][CH:17]=1)=[O:22])([CH3:12])([CH3:10])[CH3:11]. Reactant: CN(CCN(C)C)C.[C:9]([O:13][C:14](=[O:22])[NH:15][C:16]1[CH:21]=[CH:20][N:19]=[CH:18][CH:17]=1)([CH3:12])([CH3:11])[CH3:10].[C:23](=[O:25])=[O:24].[OH-].[Na+]. The catalyst class is: 1. (2) Reactant: Br[CH2:2][C:3]([C:5]1[CH:14]=[CH:13][C:12]2[C:7](=[CH:8][CH:9]=[CH:10][CH:11]=2)[CH:6]=1)=[O:4].[SH:15][CH2:16][CH2:17][CH2:18][CH2:19][C:20]([OH:22])=[O:21].C(=O)([O-])[O-].[K+].[K+]. Product: [CH:6]1[C:7]2[C:12](=[CH:11][CH:10]=[CH:9][CH:8]=2)[CH:13]=[CH:14][C:5]=1[C:3]([CH2:2][S:15][CH2:16][CH2:17][CH2:18][CH2:19][C:20]([OH:22])=[O:21])=[O:4]. The catalyst class is: 1. (3) Reactant: [H-].[Al+3].[Li+].[H-].[H-].[H-].[CH2:7]([C:9]1[C:20]([C:21](OCC)=[O:22])=[C:12]2[C:13]3[CH2:19][CH2:18][O:17][C:14]=3[CH:15]=[CH:16][N:11]2[N:10]=1)[CH3:8].O.O.O.O.O.O.O.O.O.O.S([O-])([O-])(=O)=O.[Na+].[Na+]. Product: [CH2:7]([C:9]1[C:20]([CH2:21][OH:22])=[C:12]2[C:13]3[CH2:19][CH2:18][O:17][C:14]=3[CH:15]=[CH:16][N:11]2[N:10]=1)[CH3:8]. The catalyst class is: 7. (4) Reactant: [Cl:1][C:2]1[CH:7]=[CH:6][C:5]([S:8]([NH:11][C@@H:12]2[CH2:17][CH2:16][CH2:15][CH2:14][C@@H:13]2[C:18]([NH2:20])=[O:19])(=[O:10])=[O:9])=[CH:4][CH:3]=1.Br[CH2:22][C:23]1[CH:32]=[CH:31][C:26]([C:27]([O:29][CH3:30])=[O:28])=[CH:25][CH:24]=1.C(=O)([O-])[O-].[Cs+].[Cs+]. Product: [CH3:30][O:29][C:27](=[O:28])[C:26]1[CH:31]=[CH:32][C:23]([CH2:22][N:11]([C@@H:12]2[CH2:17][CH2:16][CH2:15][CH2:14][C@@H:13]2[C:18](=[O:19])[NH2:20])[S:8]([C:5]2[CH:6]=[CH:7][C:2]([Cl:1])=[CH:3][CH:4]=2)(=[O:9])=[O:10])=[CH:24][CH:25]=1. The catalyst class is: 10.